From a dataset of Forward reaction prediction with 1.9M reactions from USPTO patents (1976-2016). Predict the product of the given reaction. (1) Given the reactants [CH3:1][C:2]1[CH:6]=[C:5]([CH3:7])[O:4][N:3]=1.C([Li])CCC.[CH:13]1([C:16]2[N:20](C(OC(C)(C)C)=O)[C:19]3[CH:28]=[C:29]([C:40]4[C:41]([CH3:46])=[N:42][O:43][C:44]=4[CH3:45])[CH:30]=[C:31]([C:32](=[O:39])[C:33]4[CH:38]=[CH:37][CH:36]=[N:35][CH:34]=4)[C:18]=3[N:17]=2)[CH2:15][CH2:14]1.O, predict the reaction product. The product is: [CH:13]1([C:16]2[NH:20][C:19]3[CH:28]=[C:29]([C:40]4[C:41]([CH3:46])=[N:42][O:43][C:44]=4[CH3:45])[CH:30]=[C:31]([C:32]([C:6]4[C:2]([CH3:1])=[N:3][O:4][C:5]=4[CH3:7])([C:33]4[CH:34]=[N:35][CH:36]=[CH:37][CH:38]=4)[OH:39])[C:18]=3[N:17]=2)[CH2:14][CH2:15]1. (2) Given the reactants [Br:1][C:2]1[C:3](F)=[C:4]2[C:10]([NH:11][C:12](=[O:19])[C:13]3[CH:18]=[CH:17][CH:16]=[CH:15][N:14]=3)=[CH:9][NH:8][C:5]2=[N:6][CH:7]=1.[NH:21]1[CH2:26][CH2:25][CH2:24][C@@H:23]([NH:27][C:28](=[O:34])[O:29][C:30]([CH3:33])([CH3:32])[CH3:31])[CH2:22]1, predict the reaction product. The product is: [Br:1][C:2]1[C:3]([N:21]2[CH2:26][CH2:25][CH2:24][C@@H:23]([NH:27][C:28](=[O:34])[O:29][C:30]([CH3:32])([CH3:31])[CH3:33])[CH2:22]2)=[C:4]2[C:10]([NH:11][C:12](=[O:19])[C:13]3[CH:18]=[CH:17][CH:16]=[CH:15][N:14]=3)=[CH:9][NH:8][C:5]2=[N:6][CH:7]=1.